The task is: Predict which catalyst facilitates the given reaction.. This data is from Catalyst prediction with 721,799 reactions and 888 catalyst types from USPTO. (1) Reactant: [C:1]([C:5]1[CH:22]=[C:21]([Cl:23])[CH:20]=[CH:19][C:6]=1[O:7][CH2:8][CH:9]1[CH2:12][N:11]([C:13](=[O:18])[C:14]([O:16]C)=[O:15])[CH2:10]1)([CH3:4])([CH3:3])[CH3:2].[OH-].[Li+].Cl. Product: [C:1]([C:5]1[CH:22]=[C:21]([Cl:23])[CH:20]=[CH:19][C:6]=1[O:7][CH2:8][CH:9]1[CH2:10][N:11]([C:13](=[O:18])[C:14]([OH:16])=[O:15])[CH2:12]1)([CH3:4])([CH3:2])[CH3:3]. The catalyst class is: 1. (2) Reactant: [C:1](O)(=O)[CH3:2].C(N1C=CN=C1)(N1C=CN=C1)=O.[CH2:17]([O:24][C:25](=[O:37])[NH:26][C:27]([C:33](=[NH:36])[NH:34][OH:35])([CH3:32])[CH2:28][CH:29]1[CH2:31][CH2:30]1)[C:18]1[CH:23]=[CH:22][CH:21]=[CH:20][CH:19]=1. Product: [CH2:17]([O:24][C:25](=[O:37])[NH:26][C:27]([CH3:32])([C:33]1[N:36]=[C:1]([CH3:2])[O:35][N:34]=1)[CH2:28][CH:29]1[CH2:31][CH2:30]1)[C:18]1[CH:19]=[CH:20][CH:21]=[CH:22][CH:23]=1. The catalyst class is: 3.